Dataset: Catalyst prediction with 721,799 reactions and 888 catalyst types from USPTO. Task: Predict which catalyst facilitates the given reaction. (1) Reactant: [N+:1]([C:4]1[CH:9]=[CH:8][C:7]([N:10]2[CH2:15][CH2:14][CH:13]([C:16]([OH:18])=[O:17])[CH2:12][CH2:11]2)=[CH:6][CH:5]=1)([O-])=O.[ClH:19]. Product: [ClH:19].[ClH:19].[NH2:1][C:4]1[CH:9]=[CH:8][C:7]([N:10]2[CH2:11][CH2:12][CH:13]([C:16]([OH:18])=[O:17])[CH2:14][CH2:15]2)=[CH:6][CH:5]=1. The catalyst class is: 162. (2) Reactant: [CH3:1][O:2][C:3]1[CH:4]=[C:5]([CH:9]=[CH:10][C:11]=1[C:12]([CH3:15])([CH3:14])[CH3:13])[C:6]([OH:8])=[O:7].CC([O-])=O.[Na+].[Br:21]Br. Product: [Br:21][C:9]1[C:5]([C:6]([OH:8])=[O:7])=[CH:4][C:3]([O:2][CH3:1])=[C:11]([C:12]([CH3:15])([CH3:14])[CH3:13])[CH:10]=1. The catalyst class is: 52. (3) Reactant: [Cl:1][C:2]1[N:3]=[CH:4][NH:5][C:6]=1[Cl:7].[OH-].[K+].[Br:10][CH2:11][CH2:12][CH2:13][CH2:14][CH2:15][CH2:16][CH2:17][CH2:18][CH3:19].[K+].[Br-].Br[CH2:23][C:24]1[CH:33]=[CH:32][C:31]2[C:26](=[CH:27][CH:28]=[CH:29][CH:30]=2)[CH:25]=1. Product: [Br-:10].[CH2:11]([C:32]1[C:31]2[C:26](=[CH:27][CH:28]=[CH:29][CH:30]=2)[CH:25]=[C:24]([CH3:23])[C:33]=1[N+:3]1[C:2]([Cl:1])=[C:6]([Cl:7])[NH:5][CH:4]=1)[CH2:12][CH2:13][CH2:14][CH2:15][CH2:16][CH2:17][CH2:18][CH3:19]. The catalyst class is: 10. (4) Reactant: [CH2:1]([CH2:3][NH2:4])[OH:2].C([O:7][C:8]([C:10]1[C:11]2[S:19][CH:18]=[C:17]([CH2:20][O:21][C:22]3[CH:27]=[C:26]([C:28]4[NH:32][C:31]([CH3:33])=[N:30][N:29]=4)[CH:25]=[CH:24][C:23]=3[CH3:34])[C:12]=2[C:13]([NH2:16])=[N:14][CH:15]=1)=O)C. Product: [OH:2][CH2:1][CH2:3][NH:4][C:8]([C:10]1[C:11]2[S:19][CH:18]=[C:17]([CH2:20][O:21][C:22]3[CH:27]=[C:26]([C:28]4[NH:32][C:31]([CH3:33])=[N:30][N:29]=4)[CH:25]=[CH:24][C:23]=3[CH3:34])[C:12]=2[C:13]([NH2:16])=[N:14][CH:15]=1)=[O:7]. The catalyst class is: 16.